Dataset: Catalyst prediction with 721,799 reactions and 888 catalyst types from USPTO. Task: Predict which catalyst facilitates the given reaction. (1) Reactant: Cl[C:2]1[N:7]=[C:6]([NH:8][CH2:9][C:10]2[CH:15]=[CH:14][CH:13]=[CH:12][N:11]=2)[C:5]2=[C:16]([C:19]3[CH:24]=[CH:23][CH:22]=[CH:21][CH:20]=3)[CH:17]=[CH:18][N:4]2[N:3]=1.[C:25]([NH:29][S:30]([C:33]1[C:34]([CH:48]([F:50])[F:49])=[N:35][CH:36]=[C:37](B2OC(C)(C)C(C)(C)O2)[CH:38]=1)(=[O:32])=[O:31])([CH3:28])([CH3:27])[CH3:26].C([O-])([O-])=O.[K+].[K+]. Product: [C:25]([NH:29][S:30]([C:33]1[C:34]([CH:48]([F:49])[F:50])=[N:35][CH:36]=[C:37]([C:2]2[N:7]=[C:6]([NH:8][CH2:9][C:10]3[CH:15]=[CH:14][CH:13]=[CH:12][N:11]=3)[C:5]3=[C:16]([C:19]4[CH:24]=[CH:23][CH:22]=[CH:21][CH:20]=4)[CH:17]=[CH:18][N:4]3[N:3]=2)[CH:38]=1)(=[O:31])=[O:32])([CH3:28])([CH3:26])[CH3:27]. The catalyst class is: 669. (2) Reactant: Br[C:2]1[C:3]([Cl:18])=[C:4]([C:16]#[N:17])[C:5](=[O:15])[N:6]([C:8]2[CH:13]=[CH:12][CH:11]=[CH:10][C:9]=2[CH3:14])[CH:7]=1.[C:19]1(B(O)O)[CH:24]=[CH:23][CH:22]=[CH:21][CH:20]=1.C(=O)([O-])[O-].[Na+].[Na+].COCCOC. Product: [Cl:18][C:3]1[C:2]([C:19]2[CH:24]=[CH:23][CH:22]=[CH:21][CH:20]=2)=[CH:7][N:6]([C:8]2[CH:13]=[CH:12][CH:11]=[CH:10][C:9]=2[CH3:14])[C:5](=[O:15])[C:4]=1[C:16]#[N:17]. The catalyst class is: 103. (3) Reactant: Cl[C:2]1[C:11]2[C:6](=[CH:7][C:8]([F:13])=[CH:9][C:10]=2[F:12])[N:5]=[C:4]([CH2:14][C:15]2[CH:20]=[CH:19][CH:18]=[C:17]([O:21][CH3:22])[CH:16]=2)[C:3]=1[CH3:23].[CH3:24][C:25]1([CH3:40])[C:29]2=[N:30][CH:31]=[C:32]([N:34]3[CH2:39][CH2:38][O:37][CH2:36][CH2:35]3)[CH:33]=[C:28]2[NH:27][CH2:26]1.CC(C1C=C(C(C)C)C(C2C=CC=CC=2P(C2CCCCC2)C2CCCCC2)=C(C(C)C)C=1)C.CC(C)([O-])C.[Na+]. Product: [CH3:24][C:25]1([CH3:40])[C:29]2=[N:30][CH:31]=[C:32]([N:34]3[CH2:39][CH2:38][O:37][CH2:36][CH2:35]3)[CH:33]=[C:28]2[N:27]([C:2]2[C:11]3[C:6](=[CH:7][C:8]([F:13])=[CH:9][C:10]=3[F:12])[N:5]=[C:4]([CH2:14][C:15]3[CH:20]=[CH:19][CH:18]=[C:17]([O:21][CH3:22])[CH:16]=3)[C:3]=2[CH3:23])[CH2:26]1. The catalyst class is: 187. (4) Reactant: [H-].[Na+].[CH2:3]1OCCOCCOCCOCC[O:5][CH2:4]1.[O:18]1[C:22]2[CH:23]=[CH:24][CH:25]=[CH:26][C:21]=2[C:20]([CH2:27][C:28]([O:30][CH3:31])=[O:29])=[CH:19]1.C(OCC)(=O)C.[Cl-].[NH4+]. Product: [O:18]1[C:22]2[CH:23]=[CH:24][CH:25]=[CH:26][C:21]=2[C:20]([CH:27]([C:4]([CH3:3])=[O:5])[C:28]([O:30][CH3:31])=[O:29])=[CH:19]1. The catalyst class is: 216. (5) Reactant: [NH:1]([C:8]([N:10]1[CH2:15][CH2:14][N:13]([C:16]2[C:26]([Cl:27])=[CH:25][C:19]([C:20]([O:22][CH2:23][CH3:24])=[O:21])=[CH:18][N:17]=2)[CH:12]([CH2:28][CH2:29][C:30]([O:32]C(C)(C)C)=[O:31])[CH2:11]1)=[O:9])[C:2]1[CH:7]=[CH:6][CH:5]=[CH:4][CH:3]=1.FC(F)(F)C(O)=O. The catalyst class is: 2. Product: [NH:1]([C:8]([N:10]1[CH2:15][CH2:14][N:13]([C:16]2[C:26]([Cl:27])=[CH:25][C:19]([C:20]([O:22][CH2:23][CH3:24])=[O:21])=[CH:18][N:17]=2)[CH:12]([CH2:28][CH2:29][C:30]([OH:32])=[O:31])[CH2:11]1)=[O:9])[C:2]1[CH:7]=[CH:6][CH:5]=[CH:4][CH:3]=1. (6) Reactant: [CH:1]1([C:7]2[CH:12]=[CH:11][CH:10]=[CH:9][C:8]=2[N:13]=[C:14]=[O:15])[CH2:6][CH2:5][CH2:4][CH2:3][CH2:2]1.[C:16]([O:20][C:21]([N:23]1[CH2:28][CH2:27][CH:26]([OH:29])[CH2:25][CH2:24]1)=[O:22])([CH3:19])([CH3:18])[CH3:17]. Product: [C:16]([O:20][C:21]([N:23]1[CH2:28][CH2:27][CH:26]([O:29][C:14](=[O:15])[NH:13][C:8]2[CH:9]=[CH:10][CH:11]=[CH:12][C:7]=2[CH:1]2[CH2:6][CH2:5][CH2:4][CH2:3][CH2:2]2)[CH2:25][CH2:24]1)=[O:22])([CH3:19])([CH3:17])[CH3:18]. The catalyst class is: 3.